The task is: Predict the reactants needed to synthesize the given product.. This data is from Full USPTO retrosynthesis dataset with 1.9M reactions from patents (1976-2016). Given the product [OH:1][C:2]1[CH:10]=[CH:9][C:5]([C:6]([N:32]2[CH2:31][CH2:30][C:21]3([O:22][C:23]4[CH:29]=[CH:28][CH:27]=[CH:26][C:24]=4[N:25]4[CH:17]=[CH:18][CH:19]=[C:20]34)[CH2:34][CH2:33]2)=[O:8])=[CH:4][C:3]=1[O:11][CH3:12], predict the reactants needed to synthesize it. The reactants are: [OH:1][C:2]1[CH:10]=[CH:9][C:5]([C:6]([OH:8])=O)=[CH:4][C:3]=1[O:11][CH3:12].S(Cl)(Cl)=O.[CH:17]1[N:25]2[C:20]([C:21]3([CH2:34][CH2:33][NH:32][CH2:31][CH2:30]3)[O:22][C:23]3[CH:29]=[CH:28][CH:27]=[CH:26][C:24]=32)=[CH:19][CH:18]=1.C(N(CC)CC)C.